Predict which catalyst facilitates the given reaction. From a dataset of Catalyst prediction with 721,799 reactions and 888 catalyst types from USPTO. (1) Product: [ClH:27].[ClH:27].[OH:1][CH2:2][CH2:3][N:4]1[CH2:5][CH:6]=[C:7]([C:10]2[C:18]3[C:13](=[CH:14][CH:15]=[C:16]([NH:19][C:20]([C:22]4[S:23][CH:24]=[CH:25][CH:26]=4)=[NH:21])[CH:17]=3)[NH:12][CH:11]=2)[CH2:8][CH2:9]1. Reactant: [OH:1][CH2:2][CH2:3][N:4]1[CH2:9][CH:8]=[C:7]([C:10]2[C:18]3[C:13](=[CH:14][CH:15]=[C:16]([NH:19][C:20]([C:22]4[S:23][CH:24]=[CH:25][CH:26]=4)=[NH:21])[CH:17]=3)[NH:12][CH:11]=2)[CH2:6][CH2:5]1.[ClH:27]. The catalyst class is: 5. (2) Reactant: O[Li].O.C[O:5][C:6](=[O:44])[CH2:7][C:8]1[CH:43]=[CH:42][CH:41]=[CH:40][C:9]=1[CH2:10][CH2:11][C:12]1[C:17]([C:18]([F:21])([F:20])[F:19])=[CH:16][N:15]=[C:14]([NH:22][C:23]2[CH:28]=[CH:27][C:26]([CH:29]3[CH2:32][N:31]([C:33]([O:35][C:36]([CH3:39])([CH3:38])[CH3:37])=[O:34])[CH2:30]3)=[CH:25][CH:24]=2)[N:13]=1.CCOC(C)=O. Product: [C:36]([O:35][C:33]([N:31]1[CH2:32][CH:29]([C:26]2[CH:25]=[CH:24][C:23]([NH:22][C:14]3[N:13]=[C:12]([CH2:11][CH2:10][C:9]4[CH:40]=[CH:41][CH:42]=[CH:43][C:8]=4[CH2:7][C:6]([OH:44])=[O:5])[C:17]([C:18]([F:19])([F:21])[F:20])=[CH:16][N:15]=3)=[CH:28][CH:27]=2)[CH2:30]1)=[O:34])([CH3:39])([CH3:37])[CH3:38]. The catalyst class is: 87. (3) Reactant: [Cl:1][C:2]1[CH:3]=[C:4]([CH:21]=[C:22]([C:24]([F:27])([F:26])[F:25])[CH:23]=1)[C:5]([N:7]([CH2:9][C@H:10]([C:14]1[CH:19]=[CH:18][C:17]([F:20])=[CH:16][CH:15]=1)[CH2:11][CH:12]=O)[CH3:8])=[O:6].Cl.[C:29]([N:32]1[CH2:37][CH2:36][N:35]([CH:38]2[CH2:41][NH:40][CH2:39]2)[CH2:34][CH2:33]1)(=[O:31])[CH3:30].C(N(CC)CC)C.C(O[BH-](OC(=O)C)OC(=O)C)(=O)C.[Na+]. Product: [Cl:1][C:2]1[CH:3]=[C:4]([CH:21]=[C:22]([C:24]([F:25])([F:26])[F:27])[CH:23]=1)[C:5]([N:7]([CH2:9][C@H:10]([C:14]1[CH:19]=[CH:18][C:17]([F:20])=[CH:16][CH:15]=1)[CH2:11][CH2:12][N:40]1[CH2:39][CH:38]([N:35]2[CH2:36][CH2:37][N:32]([C:29](=[O:31])[CH3:30])[CH2:33][CH2:34]2)[CH2:41]1)[CH3:8])=[O:6]. The catalyst class is: 5. (4) Reactant: [Cl:1][C:2]1[CH:7]=[CH:6][CH:5]=[CH:4][C:3]=1[C:8]1[O:9][C:10]([CH:15]([CH3:17])[CH3:16])=[C:11]([CH2:13]I)[N:12]=1.[C-:18]#[N:19].[Na+].O. Product: [Cl:1][C:2]1[CH:7]=[CH:6][CH:5]=[CH:4][C:3]=1[C:8]1[O:9][C:10]([CH:15]([CH3:17])[CH3:16])=[C:11]([CH2:13][C:18]#[N:19])[N:12]=1. The catalyst class is: 21. (5) Reactant: [CH:1]1([CH2:6][C:7]([N:9]2[C@H:13]([CH:14]([CH3:16])[CH3:15])[CH2:12][O:11][C:10]2=[O:17])=[O:8])[CH2:5][CH2:4][CH2:3][CH2:2]1.[Li+].[CH3:19]C([N-]C(C)C)C. Product: [CH:1]1([C@@H:6]([CH3:19])[C:7]([N:9]2[C@H:13]([CH:14]([CH3:15])[CH3:16])[CH2:12][O:11][C:10]2=[O:17])=[O:8])[CH2:5][CH2:4][CH2:3][CH2:2]1. The catalyst class is: 1.